From a dataset of Full USPTO retrosynthesis dataset with 1.9M reactions from patents (1976-2016). Predict the reactants needed to synthesize the given product. (1) Given the product [CH:1]1([C@H:6]2[C:31](=[O:32])[N:30]3[CH2:33][C@@H:27]([CH2:28][C@H:29]3[C:34]([O:36][CH3:39])=[O:35])[O:26][C:25]3[N:20]([C:21](=[O:37])[CH:22]=[CH:23][CH:24]=3)[CH2:19][CH2:18][CH2:17][CH2:16][CH2:15][C@H:14]3[C@@H:10]([CH2:11][CH2:12][CH2:13]3)[O:9][C:8](=[O:38])[NH:7]2)[CH2:2][CH2:3][CH2:4][CH2:5]1, predict the reactants needed to synthesize it. The reactants are: [CH:1]1([CH:6]2[C:31](=[O:32])[N:30]3[CH2:33][CH:27]([CH2:28][CH:29]3[C:34]([O-:36])=[O:35])[O:26][C:25]3[N:20]([C:21](=[O:37])[CH:22]=[CH:23][CH:24]=3)[CH2:19][CH:18]=[CH:17][CH2:16][CH2:15][CH:14]3[CH:10]([CH2:11][CH2:12][CH2:13]3)[O:9][C:8](=[O:38])[NH:7]2)[CH2:5][CH2:4][CH2:3][CH2:2]1.[CH2:39](O)C. (2) The reactants are: [F:1][C:2]([F:26])([F:25])[C@H:3]([N:12]1[CH2:16][CH2:15][C@H:14]([NH:17][C:18](=[O:24])[O:19][C:20]([CH3:23])([CH3:22])[CH3:21])[CH2:13]1)[C:4]1[CH:5]=[N:6][C:7]([NH:10][NH2:11])=[CH:8][CH:9]=1.[Si:27]([O:34][CH2:35][C@H:36]([O:38][C:39]1[CH:40]=[CH:41][CH:42]=[C:43]2[C:48]=1[N:47]=[C:46]([CH:49]=O)[CH:45]=[CH:44]2)[CH3:37])([C:30]([CH3:33])([CH3:32])[CH3:31])([CH3:29])[CH3:28].C(O)C.C(O)(=O)C.C(O)(=O)C.I(C1C=CC=CC=1)=O.C(=O)(O)[O-].[Na+]. Given the product [Si:27]([O:34][CH2:35][C@H:36]([O:38][C:39]1[CH:40]=[CH:41][CH:42]=[C:43]2[C:48]=1[N:47]=[C:46]([C:49]1[N:6]3[CH:5]=[C:4]([C@@H:3]([N:12]4[CH2:16][CH2:15][C@H:14]([NH:17][C:18](=[O:24])[O:19][C:20]([CH3:22])([CH3:23])[CH3:21])[CH2:13]4)[C:2]([F:25])([F:1])[F:26])[CH:9]=[CH:8][C:7]3=[N:10][N:11]=1)[CH:45]=[CH:44]2)[CH3:37])([C:30]([CH3:32])([CH3:33])[CH3:31])([CH3:29])[CH3:28], predict the reactants needed to synthesize it.